Dataset: Forward reaction prediction with 1.9M reactions from USPTO patents (1976-2016). Task: Predict the product of the given reaction. (1) Given the reactants [ClH:1].[N:2]1([C:9]2[CH:10]=[C:11]([NH:17][S:18]([C:21]3[CH:26]=[CH:25][CH:24]=[CH:23][C:22]=3[O:27][CH:28]([F:30])[F:29])(=[O:20])=[O:19])[CH:12]=[CH:13][C:14]=2[O:15][CH3:16])[CH2:8][CH2:7][CH2:6][NH:5][CH2:4][CH2:3]1.[CH2:31]=O, predict the reaction product. The product is: [ClH:1].[F:29][CH:28]([F:30])[O:27][C:22]1[CH:23]=[CH:24][CH:25]=[CH:26][C:21]=1[S:18]([NH:17][C:11]1[CH:12]=[CH:13][C:14]([O:15][CH3:16])=[C:9]([N:2]2[CH2:8][CH2:7][CH2:6][N:5]([CH3:31])[CH2:4][CH2:3]2)[CH:10]=1)(=[O:20])=[O:19]. (2) Given the reactants FC(F)(F)S(O[C:7]1[CH:16]=[C:15]2[C:10]([CH:11]=[C:12]([C:18]3[CH:23]=[CH:22][C:21]([O:24][CH3:25])=[CH:20][CH:19]=3)[C:13](=[O:17])[O:14]2)=[CH:9][CH:8]=1)(=O)=O.[C:28]([OH:31])#[C:29][CH3:30].C(=O)([O-])[O-].[Cs+].[Cs+].C1(P(C2CCCCC2)C2C=CC=CC=2C2C(C(C)C)=CC(C(C)C)=CC=2C(C)C)CCCCC1.Cl, predict the reaction product. The product is: [OH:31][CH2:28][C:29]#[C:30][C:7]1[CH:16]=[C:15]2[C:10]([CH:11]=[C:12]([C:18]3[CH:23]=[CH:22][C:21]([O:24][CH3:25])=[CH:20][CH:19]=3)[C:13](=[O:17])[O:14]2)=[CH:9][CH:8]=1. (3) Given the reactants [C:1]1([N+:7]2[N-:8]O[C:10](=O)[CH:11]=2)[CH:6]=[CH:5][CH:4]=[CH:3][CH:2]=1.[C:13]1([CH2:19][CH2:20]C#C)[CH:18]=[CH:17][CH:16]=[CH:15][CH:14]=1.[C:23](OCC)(=O)C, predict the reaction product. The product is: [CH2:20]([C:10]1[CH:23]=[N:8][N:7]([C:1]2[CH:6]=[CH:5][CH:4]=[CH:3][CH:2]=2)[CH:11]=1)[CH2:19][C:13]1[CH:18]=[CH:17][CH:16]=[CH:15][CH:14]=1. (4) Given the reactants [NH:1]1[C:5]2[CH:6]=[CH:7][CH:8]=[CH:9][C:4]=2[N:3]=[C:2]1[S:10][CH2:11][C:12]1[CH:28]=[CH:27][C:15]([C:16]([NH:18][CH2:19][CH:20]2[CH2:24][CH2:23][CH2:22][N:21]2[CH2:25][CH3:26])=[O:17])=[CH:14][CH:13]=1.C(=O)([O-])[O-].[K+].[K+].Br[CH2:36][C:37]([NH:39][C:40]1[CH:45]=[C:44]([CH:46]([CH3:48])[CH3:47])[CH:43]=[CH:42][C:41]=1[CH3:49])=[O:38], predict the reaction product. The product is: [CH2:25]([N:21]1[CH2:22][CH2:23][CH2:24][CH:20]1[CH2:19][NH:18][C:16](=[O:17])[C:15]1[CH:14]=[CH:13][C:12]([CH2:11][S:10][C:2]2[N:3]([CH2:36][C:37]([NH:39][C:40]3[CH:45]=[C:44]([CH:46]([CH3:47])[CH3:48])[CH:43]=[CH:42][C:41]=3[CH3:49])=[O:38])[C:4]3[CH:9]=[CH:8][CH:7]=[CH:6][C:5]=3[N:1]=2)=[CH:28][CH:27]=1)[CH3:26]. (5) Given the reactants [F:1][C:2]1[C:7]([F:8])=[CH:6][CH:5]=[CH:4][C:3]=1[C:9]1[N:42]=[C:12]2[CH:13]=[N:14][N:15]([CH:17]([C:22]3[CH:23]=[N:24][C:25]([C:28]4[CH:33]=[CH:32][C:31]([O:34][CH2:35][CH2:36][CH3:37])=[CH:30][C:29]=4[C:38]([F:41])([F:40])[F:39])=[CH:26][CH:27]=3)[C:18]([O:20][CH3:21])=[O:19])[CH:16]=[C:11]2[N:10]=1.[C:43]([O-])([O-])=O.[K+].[K+].CC(O)=O, predict the reaction product. The product is: [F:1][C:2]1[C:7]([F:8])=[CH:6][CH:5]=[CH:4][C:3]=1[C:9]1[N:42]=[C:12]2[CH:13]=[N:14][N:15]([CH:17]([C:22]3[CH:23]=[N:24][C:25]([C:28]4[CH:33]=[CH:32][C:31]([O:34][CH2:35][CH2:36][CH3:37])=[CH:30][C:29]=4[C:38]([F:41])([F:40])[F:39])=[CH:26][CH:27]=3)[C:18]([O:20][CH2:21][CH3:43])=[O:19])[CH:16]=[C:11]2[N:10]=1.